This data is from Reaction yield outcomes from USPTO patents with 853,638 reactions. The task is: Predict the reaction yield, written as a fraction of the theoretical maximum amount of product (1.0 means a 100% yield; for example, 0.34 means a 34% yield). (1) The yield is 0.720. The reactants are Cl.[NH2:2][CH:3]([CH2:8][C:9]([O:11][CH3:12])=[O:10])[C:4]([O:6][CH3:7])=[O:5].[Cl:13][C:14]1[CH:15]=[C:16]2[C:21](=[C:22]([Cl:24])[CH:23]=1)[CH2:20][N:19]([CH3:25])[CH2:18][CH:17]2[C:26]1[CH:27]=[C:28]([S:32](Cl)(=[O:34])=[O:33])[CH:29]=[CH:30][CH:31]=1. The product is [Cl:13][C:14]1[CH:15]=[C:16]2[C:21](=[C:22]([Cl:24])[CH:23]=1)[CH2:20][N:19]([CH3:25])[CH2:18][CH:17]2[C:26]1[CH:27]=[C:28]([S:32]([NH:2][CH:3]([CH2:8][C:9]([O:11][CH3:12])=[O:10])[C:4]([O:6][CH3:7])=[O:5])(=[O:34])=[O:33])[CH:29]=[CH:30][CH:31]=1. The catalyst is N1C=CC=CC=1. (2) The reactants are [NH2:1][C:2]1[C:7]2=[C:8]([C:16]3[CH:21]=[CH:20][C:19]([NH:22][C:23]([NH:25][C:26]4[CH:31]=[C:30]([C:32]([F:35])([F:34])[F:33])[CH:29]=[CH:28][C:27]=4[F:36])=[O:24])=[CH:18][CH:17]=3)[C:9]([CH2:13][O:14][CH3:15])=[C:10]([CH:11]=[O:12])[N:6]2[N:5]=[CH:4][N:3]=1.CC(C[AlH]CC(C)C)C. The catalyst is C1COCC1.C(OCC)(=O)C. The product is [NH2:1][C:2]1[C:7]2=[C:8]([C:16]3[CH:21]=[CH:20][C:19]([NH:22][C:23]([NH:25][C:26]4[CH:31]=[C:30]([C:32]([F:33])([F:34])[F:35])[CH:29]=[CH:28][C:27]=4[F:36])=[O:24])=[CH:18][CH:17]=3)[C:9]([CH2:13][O:14][CH3:15])=[C:10]([CH2:11][OH:12])[N:6]2[N:5]=[CH:4][N:3]=1. The yield is 0.490. (3) The reactants are [N:1]1C=CC=[CH:3][CH:2]=1.C(CC(O)=O)#N.[CH3:13][O:14][C:15]1[CH:22]=[CH:21][CH:20]=[C:19]([O:23][CH3:24])[C:16]=1[CH:17]=O. The catalyst is C1(C)C=CC=CC=1.C([O-])(=O)C.[NH4+]. The product is [CH3:13][O:14][C:15]1[CH:22]=[CH:21][CH:20]=[C:19]([O:23][CH3:24])[C:16]=1/[CH:17]=[CH:3]/[C:2]#[N:1]. The yield is 0.890. (4) The product is [OH:2][C:3]1[CH:12]=[C:11]([O:13][CH3:14])[CH:10]=[C:9]2[C:4]=1[C:5](=[O:15])[NH:6][CH:7]=[N:8]2. The yield is 0.980. The reactants are C[O:2][C:3]1[CH:12]=[C:11]([O:13][CH3:14])[CH:10]=[C:9]2[C:4]=1[C:5](=[O:15])[NH:6][CH:7]=[N:8]2.[Mg+2].[Br-].[Br-]. The catalyst is N1C=CC=CC=1.